This data is from Reaction yield outcomes from USPTO patents with 853,638 reactions. The task is: Predict the reaction yield, written as a fraction of the theoretical maximum amount of product (1.0 means a 100% yield; for example, 0.34 means a 34% yield). (1) The reactants are FC(F)(F)C(O)=O.[NH2:8][CH2:9][CH2:10][C:11]1[N:16]=[C:15]([C:17]2[S:18][C:19]3[CH:27]=[CH:26][CH:25]=[CH:24][C:20]=3[C:21](=[O:23])[N:22]=2)[CH:14]=[CH:13][CH:12]=1.C(=O)([O-])[O-].[K+].[K+].[CH3:34][N:35]([CH3:39])[C:36](Cl)=[O:37]. The catalyst is C(#N)C. The product is [CH3:34][N:35]([CH3:39])[C:36]([NH:8][CH2:9][CH2:10][C:11]1[CH:12]=[CH:13][CH:14]=[C:15]([C:17]2[S:18][C:19]3[CH:27]=[CH:26][CH:25]=[CH:24][C:20]=3[C:21](=[O:23])[N:22]=2)[N:16]=1)=[O:37]. The yield is 0.770. (2) The reactants are [CH3:1][C:2]1[N:6]=[CH:5][N:4]([C:7]2[CH:12]=[CH:11][C:10]([N+:13]([O-])=O)=[CH:9][CH:8]=2)[N:3]=1.[H][H]. The catalyst is [Pd].C1COCC1. The product is [CH3:1][C:2]1[N:6]=[CH:5][N:4]([C:7]2[CH:12]=[CH:11][C:10]([NH2:13])=[CH:9][CH:8]=2)[N:3]=1. The yield is 0.870. (3) The catalyst is ClCCl. The reactants are C(OC(=O)[NH:7][CH2:8][C:9]1[CH:14]=[CH:13][CH:12]=[C:11]([NH:15][C:16]2[S:20][C:19]([CH3:21])=[N:18][C:17]=2[C:22](=[O:31])[NH:23][C:24]2[CH:29]=[CH:28][CH:27]=[C:26]([Cl:30])[CH:25]=2)[CH:10]=1)(C)(C)C.FC(F)(F)C(O)=O. The product is [Cl:30][C:26]1[CH:25]=[C:24]([NH:23][C:22]([C:17]2[N:18]=[C:19]([CH3:21])[S:20][C:16]=2[NH:15][C:11]2[CH:12]=[CH:13][CH:14]=[C:9]([CH2:8][NH2:7])[CH:10]=2)=[O:31])[CH:29]=[CH:28][CH:27]=1. The yield is 0.940. (4) The reactants are [CH3:1][C:2]1[C:6]2[C:7](=[O:20])[N:8]([CH2:12][CH2:13][N:14]3[CH2:19][CH2:18][O:17][CH2:16][CH2:15]3)[CH2:9][CH2:10][CH2:11][C:5]=2[NH:4][C:3]=1[CH:21]=O.[F:23][C:24]1[CH:25]=[C:26]2[C:30](=[CH:31][C:32]=1[NH:33][C:34](=[O:38])[CH:35]([OH:37])[CH3:36])[NH:29][C:28](=[O:39])[CH2:27]2. No catalyst specified. The product is [F:23][C:24]1[CH:25]=[C:26]2[C:30](=[CH:31][C:32]=1[NH:33][C:34](=[O:38])[CH:35]([OH:37])[CH3:36])[NH:29][C:28](=[O:39])[C:27]2=[CH:21][C:3]1[NH:4][C:5]2[CH2:11][CH2:10][CH2:9][N:8]([CH2:12][CH2:13][N:14]3[CH2:15][CH2:16][O:17][CH2:18][CH2:19]3)[C:7](=[O:20])[C:6]=2[C:2]=1[CH3:1]. The yield is 0.580.